Dataset: Forward reaction prediction with 1.9M reactions from USPTO patents (1976-2016). Task: Predict the product of the given reaction. Given the reactants [CH3:1][O:2][C:3]1[CH:4]=[C:5]([CH:21]=[CH:22][C:23]=1[O:24][CH3:25])[CH2:6][CH:7]1[C:16]2[C:11](=[CH:12][C:13]([O:19][CH3:20])=[C:14]([O:17][CH3:18])[CH:15]=2)[CH2:10][CH2:9][NH:8]1.Br[CH2:27][C:28](Br)=[O:29].[CH3:31][O:32][C:33]1[CH:38]=[CH:37][C:36]([CH2:39][CH2:40][NH2:41])=[CH:35][CH:34]=1, predict the reaction product. The product is: [CH3:1][O:2][C:3]1[CH:4]=[C:5]([CH:21]=[CH:22][C:23]=1[O:24][CH3:25])[CH2:6][CH:7]1[C:16]2[C:11](=[CH:12][C:13]([O:19][CH3:20])=[C:14]([O:17][CH3:18])[CH:15]=2)[CH2:10][CH2:9][N:8]1[CH2:27][C:28]([NH:41][CH2:40][CH2:39][C:36]1[CH:37]=[CH:38][C:33]([O:32][CH3:31])=[CH:34][CH:35]=1)=[O:29].